The task is: Regression. Given two drug SMILES strings and cell line genomic features, predict the synergy score measuring deviation from expected non-interaction effect.. This data is from NCI-60 drug combinations with 297,098 pairs across 59 cell lines. (1) Drug 1: COC1=C(C=C2C(=C1)N=CN=C2NC3=CC(=C(C=C3)F)Cl)OCCCN4CCOCC4. Drug 2: C1=NC2=C(N1)C(=S)N=C(N2)N. Cell line: UACC62. Synergy scores: CSS=47.2, Synergy_ZIP=-12.2, Synergy_Bliss=-1.64, Synergy_Loewe=-0.664, Synergy_HSA=1.35. (2) Drug 1: C1=CC(=CC=C1C#N)C(C2=CC=C(C=C2)C#N)N3C=NC=N3. Drug 2: CC1C(C(CC(O1)OC2CC(CC3=C2C(=C4C(=C3O)C(=O)C5=CC=CC=C5C4=O)O)(C(=O)C)O)N)O. Cell line: OVCAR-8. Synergy scores: CSS=37.8, Synergy_ZIP=-0.0621, Synergy_Bliss=-0.189, Synergy_Loewe=-7.46, Synergy_HSA=2.21.